Dataset: Full USPTO retrosynthesis dataset with 1.9M reactions from patents (1976-2016). Task: Predict the reactants needed to synthesize the given product. (1) The reactants are: [Cl:1][C:2]1[CH:10]=[CH:9][CH:8]=[CH:7][C:3]=1[C:4](Cl)=[O:5].[C:11](#[N:13])C. Given the product [Cl:1][C:2]1[CH:10]=[CH:9][CH:8]=[CH:7][C:3]=1[C:4](=[O:5])[C:11]#[N:13], predict the reactants needed to synthesize it. (2) Given the product [C:5]([NH:3][C:2]([NH:14][C:13]1[CH:15]=[CH:16][C:10]([CH3:9])=[C:11]([N+:17]([O-:19])=[O:18])[CH:12]=1)=[S:1])(=[O:7])[CH3:6], predict the reactants needed to synthesize it. The reactants are: [S-:1][C:2]#[N:3].[NH4+].[C:5](Cl)(=[O:7])[CH3:6].[CH3:9][C:10]1[CH:16]=[CH:15][C:13]([NH2:14])=[CH:12][C:11]=1[N+:17]([O-:19])=[O:18].CS(C)=O. (3) The reactants are: [C:1]([CH2:4][C:5]1[CH:39]=[CH:38][C:8]([CH2:9][CH2:10][CH2:11][NH:12][C:13]2[CH:18]=[C:17]([O:19][CH3:20])[CH:16]=[CH:15][C:14]=2[C@@H:21]2[CH2:30][CH2:29][C:28]3[CH:27]=[C:26]([O:31]C(=O)C(C)(C)C)[CH:25]=[CH:24][C:23]=3[CH2:22]2)=[CH:7][CH:6]=1)(O)=O.[CH3:40][C:41]1([CH3:47])[CH2:46][CH2:45][CH2:44][NH:43][CH2:42]1. Given the product [CH3:40][C:41]1([CH3:47])[CH2:46][CH2:45][CH2:44][N:43]([CH2:1][CH2:4][C:5]2[CH:6]=[CH:7][C:8]([CH2:9][CH2:10][CH2:11][NH:12][C:13]3[CH:18]=[C:17]([O:19][CH3:20])[CH:16]=[CH:15][C:14]=3[C@@H:21]3[CH2:30][CH2:29][C:28]4[CH:27]=[C:26]([OH:31])[CH:25]=[CH:24][C:23]=4[CH2:22]3)=[CH:38][CH:39]=2)[CH2:42]1, predict the reactants needed to synthesize it. (4) Given the product [OH:2][CH2:3][CH2:4][N:5]1[CH2:10][CH2:9][CH:8]=[CH:7][CH2:6]1, predict the reactants needed to synthesize it. The reactants are: [Br-].[OH:2][CH2:3][CH2:4][N+:5]1[CH:10]=[CH:9][CH:8]=[CH:7][CH:6]=1.CO.[BH4-].[Na+].Cl.